From a dataset of Catalyst prediction with 721,799 reactions and 888 catalyst types from USPTO. Predict which catalyst facilitates the given reaction. Reactant: C([O:3][C:4](=[O:33])[CH2:5][O:6][C:7]1[CH:16]=[CH:15][C:14]2[C:9](=[CH:10][CH:11]=[C:12]([C:17]3[O:18][C:19]4[CH:31]=[CH:30][C:29]([Cl:32])=[CH:28][C:20]=4[C:21]=3[C:22](=[O:27])[CH2:23][CH2:24][CH2:25][CH3:26])[CH:13]=2)[CH:8]=1)C.[OH-].[K+]. Product: [Cl:32][C:29]1[CH:30]=[CH:31][C:19]2[O:18][C:17]([C:12]3[CH:13]=[C:14]4[C:9](=[CH:10][CH:11]=3)[CH:8]=[C:7]([O:6][CH2:5][C:4]([OH:33])=[O:3])[CH:16]=[CH:15]4)=[C:21]([C:22](=[O:27])[CH2:23][CH2:24][CH2:25][CH3:26])[C:20]=2[CH:28]=1. The catalyst class is: 20.